Dataset: Reaction yield outcomes from USPTO patents with 853,638 reactions. Task: Predict the reaction yield, written as a fraction of the theoretical maximum amount of product (1.0 means a 100% yield; for example, 0.34 means a 34% yield). (1) The reactants are [OH:1][CH:2]([C:7]1[CH:17]=[CH:16][C:10]([C:11]([O:13][CH2:14][CH3:15])=[O:12])=[CH:9][CH:8]=1)[CH2:3][CH:4]([CH3:6])[CH3:5].ClCCl.CS(C)=O.C(N(CC)CC)C. The catalyst is [Cl-].[Na+].O. The product is [CH3:6][CH:4]([CH3:5])[CH2:3][C:2]([C:7]1[CH:8]=[CH:9][C:10]([C:11]([O:13][CH2:14][CH3:15])=[O:12])=[CH:16][CH:17]=1)=[O:1]. The yield is 0.800. (2) The reactants are ClC1C=CC2SC=C(CN3CCN(C4SC(C(O)=O)=C(C)N=4)C3=O)C=2C=1.[CH3:27][C:28]1[N:29]=[C:30]([N:36]2[CH2:40][CH2:39][N:38]([CH2:41][C:42]3[CH:47]=[CH:46][CH:45]=[CH:44][N:43]=3)[C:37]2=[O:48])[S:31][C:32]=1[C:33]([OH:35])=O.[NH2:49][CH2:50][C:51]1[CH:52]=[N:53][CH:54]=[CH:55][CH:56]=1. No catalyst specified. The product is [CH3:27][C:28]1[N:29]=[C:30]([N:36]2[CH2:40][CH2:39][N:38]([CH2:41][C:42]3[CH:47]=[CH:46][CH:45]=[CH:44][N:43]=3)[C:37]2=[O:48])[S:31][C:32]=1[C:33]([NH:49][CH2:50][C:51]1[CH:52]=[N:53][CH:54]=[CH:55][CH:56]=1)=[O:35]. The yield is 0.120.